From a dataset of NCI-60 drug combinations with 297,098 pairs across 59 cell lines. Regression. Given two drug SMILES strings and cell line genomic features, predict the synergy score measuring deviation from expected non-interaction effect. (1) Drug 1: CC1=C(C=C(C=C1)NC2=NC=CC(=N2)N(C)C3=CC4=NN(C(=C4C=C3)C)C)S(=O)(=O)N.Cl. Drug 2: CN1C2=C(C=C(C=C2)N(CCCl)CCCl)N=C1CCCC(=O)O.Cl. Cell line: MOLT-4. Synergy scores: CSS=10.7, Synergy_ZIP=-11.6, Synergy_Bliss=-13.1, Synergy_Loewe=-13.4, Synergy_HSA=-12.2. (2) Drug 1: C1=NC2=C(N1)C(=S)N=CN2. Drug 2: COC1=NC(=NC2=C1N=CN2C3C(C(C(O3)CO)O)O)N. Cell line: PC-3. Synergy scores: CSS=2.17, Synergy_ZIP=-1.51, Synergy_Bliss=-1.07, Synergy_Loewe=0.117, Synergy_HSA=0.0731. (3) Drug 1: C1=C(C(=O)NC(=O)N1)N(CCCl)CCCl. Drug 2: CC1=C(C(=O)C2=C(C1=O)N3CC4C(C3(C2COC(=O)N)OC)N4)N. Cell line: A498. Synergy scores: CSS=22.5, Synergy_ZIP=-8.72, Synergy_Bliss=-6.07, Synergy_Loewe=-9.62, Synergy_HSA=-4.78. (4) Drug 1: COC1=C(C=C2C(=C1)N=CN=C2NC3=CC(=C(C=C3)F)Cl)OCCCN4CCOCC4. Drug 2: CC1=C(C=C(C=C1)C(=O)NC2=CC(=CC(=C2)C(F)(F)F)N3C=C(N=C3)C)NC4=NC=CC(=N4)C5=CN=CC=C5. Cell line: PC-3. Synergy scores: CSS=9.13, Synergy_ZIP=-6.48, Synergy_Bliss=-9.87, Synergy_Loewe=-6.73, Synergy_HSA=-7.53. (5) Drug 1: CN(CC1=CN=C2C(=N1)C(=NC(=N2)N)N)C3=CC=C(C=C3)C(=O)NC(CCC(=O)O)C(=O)O. Drug 2: B(C(CC(C)C)NC(=O)C(CC1=CC=CC=C1)NC(=O)C2=NC=CN=C2)(O)O. Cell line: IGROV1. Synergy scores: CSS=33.8, Synergy_ZIP=-2.86, Synergy_Bliss=-8.51, Synergy_Loewe=-12.9, Synergy_HSA=-10.2. (6) Drug 1: C1CN1P(=S)(N2CC2)N3CC3. Drug 2: CC1=C2C(C(=O)C3(C(CC4C(C3C(C(C2(C)C)(CC1OC(=O)C(C(C5=CC=CC=C5)NC(=O)OC(C)(C)C)O)O)OC(=O)C6=CC=CC=C6)(CO4)OC(=O)C)O)C)O. Cell line: K-562. Synergy scores: CSS=17.1, Synergy_ZIP=-0.701, Synergy_Bliss=9.40, Synergy_Loewe=-0.203, Synergy_HSA=1.81. (7) Drug 2: CCCS(=O)(=O)NC1=C(C(=C(C=C1)F)C(=O)C2=CNC3=C2C=C(C=N3)C4=CC=C(C=C4)Cl)F. Synergy scores: CSS=37.9, Synergy_ZIP=0.169, Synergy_Bliss=0.912, Synergy_Loewe=1.96, Synergy_HSA=2.63. Cell line: SK-MEL-28. Drug 1: C1=CC(=CC=C1CCC2=CNC3=C2C(=O)NC(=N3)N)C(=O)NC(CCC(=O)O)C(=O)O.